From a dataset of Reaction yield outcomes from USPTO patents with 853,638 reactions. Predict the reaction yield, written as a fraction of the theoretical maximum amount of product (1.0 means a 100% yield; for example, 0.34 means a 34% yield). The reactants are C[C:2]1[CH:3]=[CH:4][C:5]([NH2:10])=[C:6]([NH2:9])[C:7]=1C.[O:11]=[C:12](CC)[C:13](O)=O. The catalyst is C(O)C. The product is [NH:9]1[C:6]2[C:5](=[CH:4][CH:3]=[CH:2][CH:7]=2)[N:10]=[CH:13][C:12]1=[O:11]. The yield is 0.552.